This data is from Reaction yield outcomes from USPTO patents with 853,638 reactions. The task is: Predict the reaction yield, written as a fraction of the theoretical maximum amount of product (1.0 means a 100% yield; for example, 0.34 means a 34% yield). (1) The reactants are [Cl:1][C:2]1[C:7]([O:8][CH3:9])=[CH:6][C:5]([O:10][CH3:11])=[C:4]([Cl:12])[C:3]=1[C:13]1[C:24](=[O:25])[N:23]([CH2:26][CH2:27][N:28]2[CH2:33][CH2:32][NH:31][CH2:30][CH2:29]2)[C:16]2[N:17]=[C:18]([NH:21][CH3:22])[N:19]=[CH:20][C:15]=2[CH:14]=1.[C:34](O)(=[O:37])[CH:35]=[CH2:36].CN(C(ON1N=NC2C=CC=NC1=2)=[N+](C)C)C.F[P-](F)(F)(F)(F)F. The catalyst is CN(C=O)C. The product is [C:34]([N:31]1[CH2:32][CH2:33][N:28]([CH2:27][CH2:26][N:23]2[C:16]3[N:17]=[C:18]([NH:21][CH3:22])[N:19]=[CH:20][C:15]=3[CH:14]=[C:13]([C:3]3[C:4]([Cl:12])=[C:5]([O:10][CH3:11])[CH:6]=[C:7]([O:8][CH3:9])[C:2]=3[Cl:1])[C:24]2=[O:25])[CH2:29][CH2:30]1)(=[O:37])[CH:35]=[CH2:36]. The yield is 0.310. (2) The reactants are I[C:2]1[CH:7]=[C:6]([CH3:8])[C:5]([C:9]2[C:14]([CH3:15])=[CH:13][N:12]=[CH:11][C:10]=2[CH3:16])=[C:4]([CH3:17])[CH:3]=1.[CH:18]([C:20]1[CH:25]=[CH:24][C:23]([CH:26]([C:29]#[N:30])[C:27]#[N:28])=[CH:22][CH:21]=1)=[CH2:19].C1C=CC(P(C2C=CC=CC=2)C2C=CC=CC=2)=CC=1. The catalyst is CC([O-])=O.CC([O-])=O.[Pd+2]. The product is [CH3:16][C:10]1[CH:11]=[N:12][CH:13]=[C:14]([CH3:15])[C:9]=1[C:5]1[C:6]([CH3:8])=[CH:7][C:2]([CH:19]=[CH:18][C:20]2[CH:25]=[CH:24][C:23]([CH:26]([C:27]#[N:28])[C:29]#[N:30])=[CH:22][CH:21]=2)=[CH:3][C:4]=1[CH3:17]. The yield is 0.554. (3) The reactants are Cl[C:2]1[N:9]=[C:8]([CH3:10])[CH:7]=[CH:6][C:3]=1[C:4]#[N:5].[OH:11][C:12]1[C:13]([O:20][CH3:21])=[C:14]([CH:17]=[CH:18][CH:19]=1)[CH:15]=[O:16].[F-].[K+].[OH-].[Na+]. The yield is 0.680. The product is [CH:15]([C:14]1[C:13]([O:20][CH3:21])=[C:12]([CH:19]=[CH:18][CH:17]=1)[O:11][C:2]1[N:9]=[C:8]([CH3:10])[CH:7]=[CH:6][C:3]=1[C:4]#[N:5])=[O:16]. The catalyst is CN(C=O)C. (4) The reactants are [N+:1]([C:4]1[CH:9]=[CH:8][C:7]([O:10][C:11]([C:13]2[CH:18]=[CH:17][C:16]([C:19]3[CH:24]=[CH:23][C:22]([C:25]([O:27][C:28]4[CH:33]=[CH:32][C:31]([N+:34]([O-])=O)=[CH:30][CH:29]=4)=[O:26])=[CH:21][CH:20]=3)=[CH:15][CH:14]=2)=[O:12])=[CH:6][CH:5]=1)([O-])=O.[H][H]. The catalyst is [Pd].[Pt].CN(C)C=O. The product is [NH2:34][C:31]1[CH:30]=[CH:29][C:28]([O:27][C:25]([C:22]2[CH:21]=[CH:20][C:19]([C:16]3[CH:17]=[CH:18][C:13]([C:11]([O:10][C:7]4[CH:6]=[CH:5][C:4]([NH2:1])=[CH:9][CH:8]=4)=[O:12])=[CH:14][CH:15]=3)=[CH:24][CH:23]=2)=[O:26])=[CH:33][CH:32]=1. The yield is 0.940. (5) The reactants are FC(F)(F)S(O[C:7]1[CH2:8][CH2:9][N:10]([C:13]2[N:18]=[CH:17][CH:16]=[CH:15][N:14]=2)[CH2:11][CH:12]=1)(=O)=O.[B:21]1([B:21]2[O:25][C:24]([CH3:27])([CH3:26])[C:23]([CH3:29])([CH3:28])[O:22]2)[O:25][C:24]([CH3:27])([CH3:26])[C:23]([CH3:29])([CH3:28])[O:22]1.C([O-])(=O)C.[K+]. The catalyst is C1(P(C2C=CC=CC=2)[C-]2C=CC=C2)C=CC=CC=1.[C-]1(P(C2C=CC=CC=2)C2C=CC=CC=2)C=CC=C1.[Fe+2]. The product is [CH3:28][C:23]1([CH3:29])[C:24]([CH3:27])([CH3:26])[O:25][B:21]([C:7]2[CH2:8][CH2:9][N:10]([C:13]3[N:18]=[CH:17][CH:16]=[CH:15][N:14]=3)[CH2:11][CH:12]=2)[O:22]1. The yield is 0.754. (6) The reactants are [Cl:1][C:2]1[N:11]=[CH:10][C:9]2[N:8]([CH2:12][CH:13]3[CH2:15][CH2:14]3)[C:7](=[O:16])[CH:6]3[CH2:17][O:18][CH2:19][CH2:20][N:5]3[C:4]=2[N:3]=1.IC.[CH3:23]C([O-])(C)C.[Na+]. The catalyst is CS(C)=O. The product is [Cl:1][C:2]1[N:11]=[CH:10][C:9]2[N:8]([CH2:12][CH:13]3[CH2:14][CH2:15]3)[C:7](=[O:16])[C:6]3([CH3:23])[CH2:17][O:18][CH2:19][CH2:20][N:5]3[C:4]=2[N:3]=1. The yield is 0.820.